Predict the reaction yield, written as a fraction of the theoretical maximum amount of product (1.0 means a 100% yield; for example, 0.34 means a 34% yield). From a dataset of Reaction yield outcomes from USPTO patents with 853,638 reactions. (1) The reactants are Br[C:2]1[C:3](=[O:10])[N:4]([CH3:9])[CH:5]=[C:6]([Br:8])[CH:7]=1.[NH2:11][C:12]1[N:17]=[N:16][C:15]([N:18]2[CH2:23][CH2:22][N:21]([C:24]([O:26][C:27]([CH3:30])([CH3:29])[CH3:28])=[O:25])[CH2:20][CH2:19]2)=[CH:14][CH:13]=1. No catalyst specified. The product is [Br:8][C:6]1[CH:7]=[C:2]([NH:11][C:12]2[N:17]=[N:16][C:15]([N:18]3[CH2:23][CH2:22][N:21]([C:24]([O:26][C:27]([CH3:30])([CH3:29])[CH3:28])=[O:25])[CH2:20][CH2:19]3)=[CH:14][CH:13]=2)[C:3](=[O:10])[N:4]([CH3:9])[CH:5]=1. The yield is 0.600. (2) The reactants are Cl.[CH:2]1([C:5](=[NH:7])[NH2:6])[CH2:4][CH2:3]1.[OH-:8].[Na+]. The catalyst is CC#N.O. The product is [CH:2]1([C:5]2[N:6]=[CH:4][C:2]([CH:5]=[O:8])=[CH:3][N:7]=2)[CH2:4][CH2:3]1. The yield is 0.535.